This data is from Full USPTO retrosynthesis dataset with 1.9M reactions from patents (1976-2016). The task is: Predict the reactants needed to synthesize the given product. (1) Given the product [CH2:1]([O:8][C:9]([NH:11][CH:12]([C:17]1[CH:22]=[CH:21][CH:20]=[C:19]([O:23][CH2:24][C:25]2[CH:30]=[CH:29][CH:28]=[CH:27][CH:26]=2)[CH:18]=1)[C:13]([OH:15])=[O:14])=[O:10])[C:2]1[CH:7]=[CH:6][CH:5]=[CH:4][CH:3]=1, predict the reactants needed to synthesize it. The reactants are: [CH2:1]([O:8][C:9]([NH:11][CH:12]([C:17]1[CH:22]=[CH:21][CH:20]=[C:19]([O:23][CH2:24][C:25]2[CH:30]=[CH:29][CH:28]=[CH:27][CH:26]=2)[CH:18]=1)[C:13]([O:15]C)=[O:14])=[O:10])[C:2]1[CH:7]=[CH:6][CH:5]=[CH:4][CH:3]=1.[OH-].[Li+]. (2) Given the product [F:9][CH:8]([F:10])[C:7]1[C:2]([O:29][C:26]2[CH:27]=[C:28]3[C:23](=[CH:24][CH:25]=2)[N:22]=[CH:21][N:20]=[C:19]3[NH:11][C:12]2[CH:16]=[CH:15][N:14]([CH3:17])[N:13]=2)=[N:3][CH:4]=[CH:5][CH:6]=1, predict the reactants needed to synthesize it. The reactants are: Cl[C:2]1[C:7]([CH:8]([F:10])[F:9])=[CH:6][CH:5]=[CH:4][N:3]=1.[NH2:11][C:12]1[CH:16]=[CH:15][N:14]([CH3:17])[N:13]=1.Cl[C:19]1[C:28]2[C:23](=[CH:24][CH:25]=[C:26]([OH:29])[CH:27]=2)[N:22]=[CH:21][N:20]=1. (3) Given the product [Cl:13][C:7]1[CH:8]=[C:9]([F:12])[CH:10]=[CH:11][C:6]=1[C:4](=[O:5])[CH2:3][C:14](=[O:16])[CH3:15], predict the reactants needed to synthesize it. The reactants are: [H-].[Na+].[CH3:3][C:4]([C:6]1[CH:11]=[CH:10][C:9]([F:12])=[CH:8][C:7]=1[Cl:13])=[O:5].[C:14](OCC)(=[O:16])[CH3:15]. (4) Given the product [NH2:13][CH2:12][C@H:7]1[N:6]([CH2:1][CH2:2][CH:3]([CH3:4])[CH3:5])[C:10](=[O:11])[CH2:9][CH2:8]1, predict the reactants needed to synthesize it. The reactants are: [CH2:1]([N:6]1[C:10](=[O:11])[CH2:9][CH2:8][C@H:7]1[CH2:12][N:13]1C(=O)C2C(=CC=CC=2)C1=O)[CH2:2][CH:3]([CH3:5])[CH3:4].C1(=O)NC(=O)C2=CC=CC=C12. (5) The reactants are: [F:1][C:2]([F:25])([F:24])[C:3]1[C:16]2[C:7](=[CH:8][C:9]3[CH2:10][CH2:11][CH:12](C)[N:13]([CH2:17][C:18]([F:21])([F:20])[F:19])[C:14]=3[CH:15]=2)[NH:6][C:5](=[O:23])[CH:4]=1.C(OC(O)C(F)(F)F)C. Given the product [F:25][C:2]([F:1])([F:24])[C:3]1[C:16]2[C:7](=[CH:8][C:9]3[CH2:10][CH2:11][CH2:12][N:13]([CH2:17][C:18]([F:21])([F:20])[F:19])[C:14]=3[CH:15]=2)[NH:6][C:5](=[O:23])[CH:4]=1, predict the reactants needed to synthesize it.